From a dataset of Forward reaction prediction with 1.9M reactions from USPTO patents (1976-2016). Predict the product of the given reaction. (1) Given the reactants [Br:1][CH:2](Br)[C:3]([C:5]1[CH:14]=[CH:13][C:12]2[C:7](=[CH:8][CH:9]=[C:10]([Br:15])[CH:11]=2)[CH:6]=1)=[O:4].C(N(CC)CC)C.P([O-])(OCC)OCC, predict the reaction product. The product is: [Br:1][CH2:2][C:3]([C:5]1[CH:14]=[CH:13][C:12]2[C:7](=[CH:8][CH:9]=[C:10]([Br:15])[CH:11]=2)[CH:6]=1)=[O:4]. (2) Given the reactants [C:1]([O:5][C:6](=[O:15])[NH:7][C@H:8]1[CH2:13][CH2:12][C@@H:11]([NH2:14])[CH2:10][CH2:9]1)([CH3:4])([CH3:3])[CH3:2].[CH2:16]1[CH:18]([CH:19](O)C#N)[CH2:17]1.[C:23](O[BH-](OC(=O)C)OC(=O)C)(=O)C.[Na+].C(=O)([O-])[O-].[K+].[K+], predict the reaction product. The product is: [CH3:23][N:7]([C@H:8]1[CH2:9][CH2:10][C@@H:11]([N:14]2[CH2:19][CH2:18][CH2:16][CH2:17]2)[CH2:12][CH2:13]1)[C:6](=[O:15])[O:5][C:1]([CH3:4])([CH3:2])[CH3:3]. (3) Given the reactants [CH3:1][CH:2]([C:23]([NH:25][CH2:26][C:27]([F:33])([F:32])[C:28]([F:31])([F:30])[F:29])=[O:24])[C:3]([NH:5][C@@H:6]1[C:12](=[O:13])[N:11]([CH2:14][C:15]([F:18])([F:17])[F:16])[C:10]2[CH:19]=[CH:20][CH:21]=[CH:22][C:9]=2[NH:8][CH2:7]1)=[O:4].[CH3:34][S:35](O[S:35]([CH3:34])(=[O:37])=[O:36])(=[O:37])=[O:36], predict the reaction product. The product is: [CH3:34][S:35]([N:8]1[CH2:7][C@H:6]([NH:5][C:3](=[O:4])[CH:2]([CH3:1])[C:23]([NH:25][CH2:26][C:27]([F:33])([F:32])[C:28]([F:31])([F:29])[F:30])=[O:24])[C:12](=[O:13])[N:11]([CH2:14][C:15]([F:16])([F:17])[F:18])[C:10]2[CH:19]=[CH:20][CH:21]=[CH:22][C:9]1=2)(=[O:37])=[O:36]. (4) The product is: [Br:17][C:3]1[C:2](=[O:1])[NH:7][N:6]=[C:5]([C:8]([O:10][CH3:11])=[O:9])[CH:4]=1. Given the reactants [O:1]=[C:2]1[NH:7][N:6]=[C:5]([C:8]([O:10][CH3:11])=[O:9])[CH:4]=[CH:3]1.CC(O[K])=O.[Br:17]Br, predict the reaction product. (5) Given the reactants [CH2:1]([O:3][C:4](=[O:36])[C:5]([CH3:35])([O:7][C:8]1[CH:13]=[CH:12][C:11]([O:14][C:15]2[CH:20]=[CH:19][CH:18]=[C:17]([CH2:21][NH:22][CH2:23][C:24]3[CH:29]=[CH:28][C:27]([C:30]([F:33])([F:32])[F:31])=[CH:26][CH:25]=3)[CH:16]=2)=[CH:10][C:9]=1[CH3:34])[CH3:6])[CH3:2].[O:37](C(C)=O)[C:38]([CH3:40])=O, predict the reaction product. The product is: [CH2:1]([O:3][C:4](=[O:36])[C:5]([O:7][C:8]1[CH:13]=[CH:12][C:11]([O:14][C:15]2[CH:20]=[CH:19][CH:18]=[C:17]([CH2:21][N:22]([C:38](=[O:37])[CH3:40])[CH2:23][C:24]3[CH:25]=[CH:26][C:27]([C:30]([F:32])([F:33])[F:31])=[CH:28][CH:29]=3)[CH:16]=2)=[CH:10][C:9]=1[CH3:34])([CH3:35])[CH3:6])[CH3:2]. (6) Given the reactants Br[C:2]1[CH:3]=[C:4]2[C:9](=[CH:10][CH:11]=1)[O:8][C:7](=[O:12])[CH2:6][CH2:5]2.[F:13][C:14]([F:25])([F:24])[C:15]1[CH:20]=[CH:19][C:18](B(O)O)=[CH:17][CH:16]=1.C(=O)([O-])[O-:27].[K+].[K+], predict the reaction product. The product is: [OH:8][C:9]1[CH:10]=[CH:11][C:2]([C:18]2[CH:19]=[CH:20][C:15]([C:14]([F:24])([F:25])[F:13])=[CH:16][CH:17]=2)=[CH:3][C:4]=1[CH2:5][CH2:6][C:7]([OH:12])=[O:27]. (7) Given the reactants Cl.Cl[CH2:3][CH2:4][CH:5]1[CH2:10][CH2:9][CH2:8][CH2:7][N:6]1[CH3:11].[OH:12][C:13]1[CH:20]=[CH:19][C:16]([CH:17]=[O:18])=[CH:15][CH:14]=1, predict the reaction product. The product is: [CH3:11][N:6]1[CH2:7][CH2:8][CH2:9][CH2:10][CH:5]1[CH2:4][CH2:3][O:12][C:13]1[CH:20]=[CH:19][C:16]([CH:17]=[O:18])=[CH:15][CH:14]=1.